From a dataset of Full USPTO retrosynthesis dataset with 1.9M reactions from patents (1976-2016). Predict the reactants needed to synthesize the given product. (1) Given the product [Cl:12][C:13]1[CH:14]=[CH:15][C:16]([S:19]([CH:22]([C:29]2[CH:34]=[C:33]([F:35])[CH:32]=[CH:31][C:30]=2[F:36])[CH2:23][CH2:24][OH:25])(=[O:21])=[O:20])=[CH:17][CH:18]=1, predict the reactants needed to synthesize it. The reactants are: [H-].[Al+3].[Li+].[H-].[H-].[H-].O1CCCC1.[Cl:12][C:13]1[CH:18]=[CH:17][C:16]([S:19]([CH:22]([C:29]2[CH:34]=[C:33]([F:35])[CH:32]=[CH:31][C:30]=2[F:36])[CH2:23][C:24](OCC)=[O:25])(=[O:21])=[O:20])=[CH:15][CH:14]=1.[Cl-].[NH4+]. (2) Given the product [F:1][CH:2]([F:15])[CH2:3][O:4][C:5]1[CH:10]=[CH:9][C:8]([CH:11]([NH:22][S@@:20]([C:17]([CH3:19])([CH3:18])[CH3:16])=[O:21])[CH3:12])=[CH:7][C:6]=1[F:14], predict the reactants needed to synthesize it. The reactants are: [F:1][CH:2]([F:15])[CH2:3][O:4][C:5]1[CH:10]=[CH:9][C:8]([C:11](=O)[CH3:12])=[CH:7][C:6]=1[F:14].[CH3:16][C:17]([S@:20]([NH2:22])=[O:21])([CH3:19])[CH3:18]. (3) Given the product [CH3:19][C:14]1([CH3:20])[C:15]([CH3:18])([CH3:17])[O:16][B:12]([C:2]2[CH:3]=[C:4]([CH:8]([CH3:11])[C:9]#[N:10])[CH:5]=[N:6][CH:7]=2)[O:13]1, predict the reactants needed to synthesize it. The reactants are: Br[C:2]1[CH:3]=[C:4]([CH:8]([CH3:11])[C:9]#[N:10])[CH:5]=[N:6][CH:7]=1.[B:12]1([B:12]2[O:16][C:15]([CH3:18])([CH3:17])[C:14]([CH3:20])([CH3:19])[O:13]2)[O:16][C:15]([CH3:18])([CH3:17])[C:14]([CH3:20])([CH3:19])[O:13]1.C([O-])(=O)C.[K+].